From a dataset of Reaction yield outcomes from USPTO patents with 853,638 reactions. Predict the reaction yield, written as a fraction of the theoretical maximum amount of product (1.0 means a 100% yield; for example, 0.34 means a 34% yield). (1) The reactants are Br[C:2]1[CH:3]=[CH:4][C:5]([CH:8]=[O:9])=[N:6][CH:7]=1.[CH3:10][O:11][C:12]1[CH:13]=[C:14](B(O)O)[CH:15]=[CH:16][CH:17]=1.C(=O)([O-])[O-].[Na+].[Na+]. The catalyst is C1(C)C=CC=CC=1.C(O)C.C(OCC)(=O)C.C1C=CC([P]([Pd]([P](C2C=CC=CC=2)(C2C=CC=CC=2)C2C=CC=CC=2)([P](C2C=CC=CC=2)(C2C=CC=CC=2)C2C=CC=CC=2)[P](C2C=CC=CC=2)(C2C=CC=CC=2)C2C=CC=CC=2)(C2C=CC=CC=2)C2C=CC=CC=2)=CC=1. The product is [CH3:10][O:11][C:12]1[CH:17]=[C:16]([C:2]2[CH:3]=[CH:4][C:5]([CH:8]=[O:9])=[N:6][CH:7]=2)[CH:15]=[CH:14][CH:13]=1. The yield is 0.650. (2) The reactants are [CH2:1]([O:3][C:4]([N:6]1[CH2:11][CH2:10][CH:9]([C:12]2[C:20]3[C:15](=[CH:16][N:17]=[CH:18][CH:19]=3)[NH:14][CH:13]=2)[CH2:8][CH2:7]1)=[O:5])[CH3:2].Br[CH2:22][CH2:23][O:24][CH2:25][CH3:26]. No catalyst specified. The product is [CH2:1]([O:3][C:4]([N:6]1[CH2:7][CH2:8][CH:9]([C:12]2[C:20]3[C:15](=[CH:16][N:17]=[CH:18][CH:19]=3)[N:14]([CH2:22][CH2:23][O:24][CH2:25][CH3:26])[CH:13]=2)[CH2:10][CH2:11]1)=[O:5])[CH3:2]. The yield is 0.630. (3) The reactants are O[CH2:2][C:3]1[CH:12]=[N:11][C:10]2[N:9]3[CH2:13][CH2:14][CH2:15][CH2:16][C@H:8]3[C:7](=[O:17])[NH:6][C:5]=2[CH:4]=1.[CH:18]1([NH:21][C:22](=[O:36])[C:23]2[CH:28]=[CH:27][C:26]([N:29]3[CH2:34][CH2:33][NH:32][CH2:31][CH2:30]3)=[C:25]([F:35])[CH:24]=2)[CH2:20][CH2:19]1.[I-].C(C[P+](C)(C)C)#N.C(N(CC)C(C)C)(C)C. The catalyst is C(#N)CC. The product is [CH:18]1([NH:21][C:22](=[O:36])[C:23]2[CH:28]=[CH:27][C:26]([N:29]3[CH2:34][CH2:33][N:32]([CH2:2][C:3]4[CH:12]=[N:11][C:10]5[N:9]6[CH2:13][CH2:14][CH2:15][CH2:16][C@H:8]6[C:7](=[O:17])[NH:6][C:5]=5[CH:4]=4)[CH2:31][CH2:30]3)=[C:25]([F:35])[CH:24]=2)[CH2:19][CH2:20]1. The yield is 0.860. (4) The reactants are CNC([C:5]1[CH:6]=[C:7]2[C:11](=[CH:12][CH:13]=1)[NH:10][C:9](=[O:14])[CH2:8]2)=O.[O:15]=[C:16]1CC2[C:18](=CC(C(O)=O)=CC=2)[NH:17]1. No catalyst specified. The yield is 0.190. The product is [CH3:18][NH:17][C:16]([C:13]1[CH:12]=[C:11]2[C:7]([CH2:8][C:9](=[O:14])[NH:10]2)=[CH:6][CH:5]=1)=[O:15]. (5) The yield is 0.940. The product is [Cl:1][C:2]1[CH:3]=[C:4]([CH2:5][OH:6])[CH:8]=[CH:9][C:10]=1[C:11]([O:13][CH3:14])=[O:12]. The reactants are [Cl:1][C:2]1[CH:3]=[C:4]([CH:8]=[CH:9][C:10]=1[C:11]([O:13][CH3:14])=[O:12])[C:5](O)=[O:6].O.CCOC(C)=O. The catalyst is C1COCC1. (6) The reactants are [C:1]([C:5]1[CH:6]=[C:7]([NH:20][C:21]([NH:23][C@@H:24]2[C:33]3[C:28](=[CH:29][CH:30]=[CH:31][CH:32]=3)[C@H:27]([O:34][C:35]3[CH:36]=[CH:37][C:38]4[N:39]([C:41]([N:44]5[CH2:49][CH2:48][CH2:47][CH2:46][C@@H:45]5[CH3:50])=[N:42][N:43]=4)[CH:40]=3)[CH2:26][CH2:25]2)=[O:22])[N:8]([C:10]2[CH:15]=[CH:14][N:13]=[C:12]([O:16]CCO)[CH:11]=2)[N:9]=1)([CH3:4])([CH3:3])[CH3:2].[CH3:51][CH2:52][N:53]([CH:57](C)C)[CH:54](C)C.CS(Cl)(=O)=[O:62].O. The product is [CH:35]([OH:34])=[O:62].[C:1]([C:5]1[CH:6]=[C:7]([NH:20][C:21]([NH:23][C@@H:24]2[C:33]3[C:28](=[CH:29][CH:30]=[CH:31][CH:32]=3)[C@H:27]([O:34][C:35]3[CH:36]=[CH:37][C:38]4[N:39]([C:41]([N:44]5[CH2:49][CH2:48][CH2:47][CH2:46][C@@H:45]5[CH3:50])=[N:42][N:43]=4)[CH:40]=3)[CH2:26][CH2:25]2)=[O:22])[N:8]([C:10]2[CH:15]=[CH:14][N:13]([CH2:51][CH2:52][N:53]([CH3:57])[CH3:54])[C:12](=[O:16])[CH:11]=2)[N:9]=1)([CH3:2])([CH3:3])[CH3:4]. The catalyst is C(Cl)Cl. The yield is 0.240. (7) The reactants are [NH:1]1[C:5]2[CH:6]=[CH:7][CH:8]=[CH:9][C:4]=2[N:3]=[C:2]1[CH2:10][C:11]1[CH:20]=[CH:19][C:14]([C:15]([O:17][CH3:18])=[O:16])=[CH:13][CH:12]=1.[C:21](=O)([O-])[O-].[K+].[K+].CI. The catalyst is CC(C)=O. The product is [CH3:21][N:1]1[C:5]2[CH:6]=[CH:7][CH:8]=[CH:9][C:4]=2[N:3]=[C:2]1[CH2:10][C:11]1[CH:20]=[CH:19][C:14]([C:15]([O:17][CH3:18])=[O:16])=[CH:13][CH:12]=1. The yield is 0.280. (8) The reactants are [C:1]1([N:7]2[C:19]3[CH:18]=[CH:17][CH:16]=[CH:15][C:14]=3[C:13]3[C:8]2=[CH:9][CH:10]=[CH:11][CH:12]=3)[CH:6]=[CH:5][CH:4]=[CH:3][CH:2]=1.[I:20]N1C(=O)CCC1=O. The catalyst is C(O)(=O)C. The product is [I:20][C:16]1[CH:17]=[CH:18][C:19]2[N:7]([C:1]3[CH:2]=[CH:3][CH:4]=[CH:5][CH:6]=3)[C:8]3[C:13]([C:14]=2[CH:15]=1)=[CH:12][CH:11]=[CH:10][CH:9]=3. The yield is 0.670. (9) The reactants are Br[C:2]1[CH:3]=[C:4]([F:33])[C:5]([NH:12][C:13]2[C:18]([Cl:19])=[CH:17][N:16]=[C:15]([NH:20][C:21]3[CH:22]=[CH:23][C:24]4[CH2:30][CH2:29][CH2:28][C:27](=[O:31])[NH:26][C:25]=4[CH:32]=3)[N:14]=2)=[C:6]([CH:11]=1)[C:7]([NH:9][CH3:10])=[O:8].C1(C)C=CC=CC=1.C(O)C.C(=O)([O-])[O-].[Na+].[Na+].[C:50]([C:52]1[CH:57]=[CH:56][C:55](B(O)O)=[CH:54][CH:53]=1)#[N:51]. The catalyst is O.C1C=CC([P]([Pd]([P](C2C=CC=CC=2)(C2C=CC=CC=2)C2C=CC=CC=2)([P](C2C=CC=CC=2)(C2C=CC=CC=2)C2C=CC=CC=2)[P](C2C=CC=CC=2)(C2C=CC=CC=2)C2C=CC=CC=2)(C2C=CC=CC=2)C2C=CC=CC=2)=CC=1. The product is [CH3:10][NH:9][C:7]([C:6]1[CH:11]=[C:2]([C:55]2[CH:56]=[CH:57][C:52]([C:50]#[N:51])=[CH:53][CH:54]=2)[CH:3]=[C:4]([F:33])[C:5]=1[NH:12][C:13]1[C:18]([Cl:19])=[CH:17][N:16]=[C:15]([NH:20][C:21]2[CH:22]=[CH:23][C:24]3[CH2:30][CH2:29][CH2:28][C:27](=[O:31])[NH:26][C:25]=3[CH:32]=2)[N:14]=1)=[O:8]. The yield is 0.440.